From a dataset of Full USPTO retrosynthesis dataset with 1.9M reactions from patents (1976-2016). Predict the reactants needed to synthesize the given product. (1) Given the product [CH3:20][NH:21][C:22]1[CH:23]=[C:24]([C:28]2[CH:33]=[CH:32][C:31](/[CH:34]=[C:6](\[CH2:5][CH2:4][CH3:3])/[C:7]([O:9][CH2:10][CH3:11])=[O:8])=[CH:30][CH:29]=2)[CH:25]=[CH:26][CH:27]=1, predict the reactants needed to synthesize it. The reactants are: [H-].[Na+].[CH3:3][CH2:4][CH2:5][CH:6](P(OCC)(OCC)=O)[C:7]([O:9][CH2:10][CH3:11])=[O:8].[CH3:20][NH:21][C:22]1[CH:23]=[C:24]([C:28]2[CH:33]=[CH:32][C:31]([CH:34]=O)=[CH:30][CH:29]=2)[CH:25]=[CH:26][CH:27]=1.[Cl-].[NH4+]. (2) Given the product [CH3:1][O:2][C:3]([C:5]1[CH:14]=[C:13]([O:15][CH2:26][O:25][CH2:24][CH2:23][Si:22]([CH3:29])([CH3:28])[CH3:21])[C:12]2[C:7](=[C:8]([Br:18])[CH:9]=[C:10]([O:16][CH3:17])[CH:11]=2)[N:6]=1)=[O:4], predict the reactants needed to synthesize it. The reactants are: [CH3:1][O:2][C:3]([C:5]1[NH:6][C:7]2[C:12]([C:13](=[O:15])[CH:14]=1)=[CH:11][C:10]([O:16][CH3:17])=[CH:9][C:8]=2[Br:18])=[O:4].[H-].[Na+].[CH3:21][Si:22]([CH3:29])([CH3:28])[CH2:23][CH2:24][O:25][CH2:26]Cl.O. (3) Given the product [CH2:19]([O:18][C:16](=[O:17])[CH:15]([O:11][C:7]1[CH:8]=[CH:9][CH:10]=[C:5]([C:1]([CH3:4])([CH3:2])[CH3:3])[CH:6]=1)[CH3:21])[CH3:20], predict the reactants needed to synthesize it. The reactants are: [C:1]([C:5]1[CH:6]=[C:7]([OH:11])[CH:8]=[CH:9][CH:10]=1)([CH3:4])([CH3:3])[CH3:2].[H-].[Na+].Br[CH:15]([CH3:21])[C:16]([O:18][CH2:19][CH3:20])=[O:17]. (4) Given the product [C:8]([O:11][C:12]1[CH:17]=[CH:16][C:15]([C:2]2[O:3][C:4]3[CH:36]=[CH:32][CH:33]=[CH:34][C:5]=3[O:6][CH:7]=2)=[CH:14][CH:13]=1)(=[O:10])[CH3:9], predict the reactants needed to synthesize it. The reactants are: Br[CH:2]1[CH2:7][O:6][CH2:5][CH2:4][O:3]1.[C:8]([O:11][C:12]1[CH:17]=[CH:16][C:15](B2OC(C)(C)C(C)(C)O2)=[CH:14][CH:13]=1)(=[O:10])[CH3:9].C(=O)(O)[O-].[Na+].[CH2:32]1[CH2:36]O[CH2:34][CH2:33]1. (5) Given the product [CH3:16][O:17][C:18]1[CH:23]=[N:22][C:21]([C:24]2[CH:29]=[C:28]([CH:27]=[CH:26][CH:25]=2)[CH2:2][C:3]2[C:8](=[O:9])[CH:7]=[CH:6][N:5]([C:10]3[CH:11]=[N:12][N:13]([CH3:15])[CH:14]=3)[N:4]=2)=[N:20][CH:19]=1, predict the reactants needed to synthesize it. The reactants are: Cl[CH2:2][C:3]1[C:8](=[O:9])[CH:7]=[CH:6][N:5]([C:10]2[CH:11]=[N:12][N:13]([CH3:15])[CH:14]=2)[N:4]=1.[CH3:16][O:17][C:18]1[CH:19]=[N:20][C:21]([C:24]2[CH:29]=[CH:28][CH:27]=[C:26](B3OC(C)(C)C(C)(C)O3)[CH:25]=2)=[N:22][CH:23]=1.[O-]P([O-])([O-])=O.[K+].[K+].[K+].C(Cl)Cl. (6) Given the product [Cl:1][C:2]1[CH:3]=[C:4]([O:9][CH3:10])[CH:5]=[C:6]([Cl:8])[C:7]=1[CH2:11][OH:12].[Cl:1][C:2]1[CH:7]=[C:6]([Cl:8])[CH:5]=[C:4]([O:9][CH3:10])[C:3]=1[CH2:11][OH:12], predict the reactants needed to synthesize it. The reactants are: [Cl:1][C:2]1[CH:3]=[C:4]([O:9][CH3:10])[CH:5]=[C:6]([Cl:8])[CH:7]=1.[CH2:11]=[O:12].S(=O)(=O)(O)O.